From a dataset of NCI-60 drug combinations with 297,098 pairs across 59 cell lines. Regression. Given two drug SMILES strings and cell line genomic features, predict the synergy score measuring deviation from expected non-interaction effect. (1) Drug 1: CCCS(=O)(=O)NC1=C(C(=C(C=C1)F)C(=O)C2=CNC3=C2C=C(C=N3)C4=CC=C(C=C4)Cl)F. Drug 2: C1=CC(=C2C(=C1NCCNCCO)C(=O)C3=C(C=CC(=C3C2=O)O)O)NCCNCCO. Cell line: NCI-H522. Synergy scores: CSS=61.3, Synergy_ZIP=13.8, Synergy_Bliss=16.4, Synergy_Loewe=-22.6, Synergy_HSA=16.3. (2) Cell line: SR. Synergy scores: CSS=4.49, Synergy_ZIP=-1.19, Synergy_Bliss=1.02, Synergy_Loewe=3.11, Synergy_HSA=0.896. Drug 2: C1CNP(=O)(OC1)N(CCCl)CCCl. Drug 1: CC(C)NC(=O)C1=CC=C(C=C1)CNNC.Cl. (3) Cell line: SF-268. Drug 2: C1=NNC2=C1C(=O)NC=N2. Synergy scores: CSS=-4.15, Synergy_ZIP=4.02, Synergy_Bliss=4.77, Synergy_Loewe=-1.20, Synergy_HSA=-0.624. Drug 1: CC1=CC2C(CCC3(C2CCC3(C(=O)C)OC(=O)C)C)C4(C1=CC(=O)CC4)C. (4) Drug 1: C1CCC(C1)C(CC#N)N2C=C(C=N2)C3=C4C=CNC4=NC=N3. Drug 2: CC1=C2C(C(=O)C3(C(CC4C(C3C(C(C2(C)C)(CC1OC(=O)C(C(C5=CC=CC=C5)NC(=O)C6=CC=CC=C6)O)O)OC(=O)C7=CC=CC=C7)(CO4)OC(=O)C)O)C)OC(=O)C. Cell line: NCI-H322M. Synergy scores: CSS=46.2, Synergy_ZIP=15.5, Synergy_Bliss=15.1, Synergy_Loewe=-29.1, Synergy_HSA=15.0. (5) Drug 1: CN(C)C1=NC(=NC(=N1)N(C)C)N(C)C. Drug 2: CN1C2=C(C=C(C=C2)N(CCCl)CCCl)N=C1CCCC(=O)O.Cl. Cell line: T-47D. Synergy scores: CSS=-4.42, Synergy_ZIP=-2.93, Synergy_Bliss=-3.17, Synergy_Loewe=-11.2, Synergy_HSA=-6.99. (6) Drug 1: C1C(C(OC1N2C=NC3=C2NC=NCC3O)CO)O. Drug 2: CCC1(C2=C(COC1=O)C(=O)N3CC4=CC5=C(C=CC(=C5CN(C)C)O)N=C4C3=C2)O.Cl. Cell line: TK-10. Synergy scores: CSS=8.72, Synergy_ZIP=-4.34, Synergy_Bliss=1.13, Synergy_Loewe=-14.0, Synergy_HSA=-0.855.